This data is from Forward reaction prediction with 1.9M reactions from USPTO patents (1976-2016). The task is: Predict the product of the given reaction. (1) Given the reactants [CH3:1]N(N=O)C(N[N+]([O-])=O)=N.[OH-].[K+].C(OCC)C.[CH2:18]=[C:19]1[CH2:24][CH2:23][N:22]([C:25]2[CH:35]=[CH:34][C:28]([C:29]([O:31][CH2:32][CH3:33])=[O:30])=[CH:27][CH:26]=2)[CH2:21][CH2:20]1, predict the reaction product. The product is: [CH2:1]1[C:19]2([CH2:24][CH2:23][N:22]([C:25]3[CH:35]=[CH:34][C:28]([C:29]([O:31][CH2:32][CH3:33])=[O:30])=[CH:27][CH:26]=3)[CH2:21][CH2:20]2)[CH2:18]1. (2) The product is: [CH3:1][C@H:2]([CH2:4][CH2:5][CH2:6][CH2:7][CH3:13])[CH2:3][CH2:17][C:15]([OH:18])=[O:16]. Given the reactants [CH3:1][C:2](=[CH:4][CH2:5][CH2:6][C@H:7]([CH3:13])CCCCC)[CH3:3].C[C:15]([CH3:17])=[O:16].[OH:18]S(O)(=O)=O.O=[Cr](=O)=O.O.[O-]S([O-])(=O)=O.[Na+].[Na+], predict the reaction product. (3) Given the reactants Cl.C(O[C:5](=[NH:14])[C:6]1[CH:11]=[CH:10][C:9]([O:12][CH3:13])=[CH:8][CH:7]=1)C.[CH:15]1([NH2:18])[CH2:17][CH2:16]1, predict the reaction product. The product is: [CH:15]1([NH:18][C:5](=[NH:14])[C:6]2[CH:7]=[CH:8][C:9]([O:12][CH3:13])=[CH:10][CH:11]=2)[CH2:17][CH2:16]1. (4) Given the reactants Br[C:2]1[CH:3]=[CH:4][C:5]2[O:9][CH:8]=[CH:7][C:6]=2[CH:10]=1.[Br-].[CH:12]1([Zn+])[CH2:17][CH2:16][CH2:15][CH2:14][CH2:13]1, predict the reaction product. The product is: [CH:12]1([C:2]2[CH:3]=[CH:4][C:5]3[O:9][CH:8]=[CH:7][C:6]=3[CH:10]=2)[CH2:17][CH2:16][CH2:15][CH2:14][CH2:13]1. (5) Given the reactants [CH3:1][CH:2]([C:7](=[O:12])[NH:8][CH2:9][C:10]#[CH:11])[C:3]([O:5][CH3:6])=[O:4], predict the reaction product. The product is: [CH3:11][C:10]1[O:12][C:7]([CH:2]([CH3:1])[C:3]([O:5][CH3:6])=[O:4])=[N:8][CH:9]=1.